Task: Predict the product of the given reaction.. Dataset: Forward reaction prediction with 1.9M reactions from USPTO patents (1976-2016) (1) Given the reactants [CH2:1]1[C:3]2([CH2:8][CH2:7][C:6](=O)[CH2:5][C:4]2=[O:10])[CH2:2]1.C(Cl)(=O)C([Cl:14])=O, predict the reaction product. The product is: [Cl:14][C:6]1[CH2:7][CH2:8][C:3]2([CH2:1][CH2:2]2)[C:4](=[O:10])[CH:5]=1. (2) The product is: [F:8][C:6]1[CH:5]=[C:4]([CH2:9][C:10]([NH:12][C@H:13]([C:15]([NH:18][CH:19]2[C:28]3[C:23](=[CH:24][CH:25]=[C:26]([C:2]4[CH:3]=[CH:4][CH:5]=[CH:6][CH:7]=4)[CH:27]=3)[CH2:22][NH:21][C:20]2=[O:35])=[O:17])[CH3:14])=[O:11])[CH:3]=[C:2]([F:1])[CH:7]=1. Given the reactants [F:1][C:2]1[CH:3]=[C:4]([CH2:9][C:10]([NH:12][C@H:13]([C:15]([OH:17])=O)[CH3:14])=[O:11])[CH:5]=[C:6]([F:8])[CH:7]=1.[NH2:18][CH:19]1[C:28]2[C:23](=[CH:24][CH:25]=[CH:26][CH:27]=2)[CH:22](C2C=NC=CC=2)[NH:21][C:20]1=[O:35], predict the reaction product. (3) The product is: [F:18][C:19]1([F:24])[CH2:21][CH:20]1[CH:22]=[CH:3][C:1]#[N:2]. Given the reactants [C:1]([CH2:3]P(=O)(OCC)OCC)#[N:2].CC(C)([O-])C.[K+].[F:18][C:19]1([F:24])[CH2:21][CH:20]1[CH:22]=O, predict the reaction product. (4) Given the reactants Br[C:2]1[CH:3]=[CH:4][C:5]2[NH:6][C:7]3[C:12]([C:13]=2[CH:14]=1)=[CH:11][CH:10]=[CH:9][CH:8]=3.[B:15]1([B:15]2[O:19][C:18]([CH3:21])([CH3:20])[C:17]([CH3:23])([CH3:22])[O:16]2)[O:19][C:18]([CH3:21])([CH3:20])[C:17]([CH3:23])([CH3:22])[O:16]1.CC([O-])=O.[K+].N, predict the reaction product. The product is: [CH3:22][C:17]1([CH3:23])[C:18]([CH3:21])([CH3:20])[O:19][B:15]([C:2]2[CH:3]=[CH:4][C:5]3[NH:6][C:7]4[C:12]([C:13]=3[CH:14]=2)=[CH:11][CH:10]=[CH:9][CH:8]=4)[O:16]1. (5) Given the reactants [Cl:1][C:2]1[C:3](F)=[C:4]([C@@H:8]2[C@:12]([C:15]3[CH:20]=[CH:19][C:18]([Cl:21])=[CH:17][C:16]=3F)([C:13]#[N:14])[C@H:11]([CH2:23][C:24]([CH3:27])([CH3:26])[CH3:25])[NH:10][C@H:9]2[C:28]([NH:30][C:31]2[CH:39]=CC(C(O)=O)=CC=2OC(F)(F)F)=[O:29])[CH:5]=[CH:6][CH:7]=1.C(N=[C:49]=[O:50])C, predict the reaction product. The product is: [Cl:1][C:2]1[CH:3]=[C:4]([CH:8]2[CH:9]3[N:10]([C:49](=[O:50])[N:30]([CH2:31][CH3:39])[C:28]3=[O:29])[CH:11]([CH2:23][C:24]([CH3:27])([CH3:26])[CH3:25])[C:12]2([C:15]2[CH:20]=[CH:19][C:18]([Cl:21])=[CH:17][CH:16]=2)[C:13]#[N:14])[CH:5]=[CH:6][CH:7]=1. (6) Given the reactants [Cl:1][C:2]1[N:7]=[N:6][C:5]([N:8]([CH3:20])[C@H:9]2[CH2:14][CH2:13][C@H:12]([CH2:15][C:16]#[C:17][CH2:18][OH:19])[CH2:11][CH2:10]2)=[CH:4][CH:3]=1.[CH3:21][S:22](Cl)(=[O:24])=[O:23].N1C(C)=CC=CC=1C.O, predict the reaction product. The product is: [Cl:1][C:2]1[N:7]=[N:6][C:5]([N:8]([CH3:20])[C@H:9]2[CH2:10][CH2:11][C@H:12]([CH2:15][C:16]#[C:17][CH2:18][O:19][S:22]([CH3:21])(=[O:24])=[O:23])[CH2:13][CH2:14]2)=[CH:4][CH:3]=1. (7) Given the reactants [CH3:1][O:2][C:3]([C:5]1[N:6]=[CH:7][O:8][C:9]=1[C:10]1[CH:11]=[N:12][C:13](Cl)=[CH:14][CH:15]=1)=[O:4].[NH:17]1[CH2:22][CH2:21][CH2:20][CH2:19][CH2:18]1, predict the reaction product. The product is: [CH3:1][O:2][C:3]([C:5]1[N:6]=[CH:7][O:8][C:9]=1[C:10]1[CH:15]=[CH:14][C:13]([N:17]2[CH2:22][CH2:21][CH2:20][CH2:19][CH2:18]2)=[N:12][CH:11]=1)=[O:4].